From a dataset of Full USPTO retrosynthesis dataset with 1.9M reactions from patents (1976-2016). Predict the reactants needed to synthesize the given product. (1) Given the product [Br:1][C:2]1[CH:7]=[CH:6][CH:5]=[C:4]([O:8][CH2:16][CH2:15][CH:9]2[CH2:14][CH2:13][CH2:12][CH2:11][CH2:10]2)[CH:3]=1, predict the reactants needed to synthesize it. The reactants are: [Br:1][C:2]1[CH:3]=[C:4]([OH:8])[CH:5]=[CH:6][CH:7]=1.[CH:9]1([CH2:15][CH2:16]C2C=CC=CC=2O)[CH2:14][CH2:13][CH2:12][CH2:11][CH2:10]1.N(C(OCC)=O)=NC(OCC)=O.C1(C)C=CC=CC=1. (2) Given the product [Si:15]([O:9][CH2:8][C:5]1[CH:4]=[CH:3][C:2]([F:1])=[N:7][CH:6]=1)([C:18]([CH3:21])([CH3:20])[CH3:19])([CH3:17])[CH3:16], predict the reactants needed to synthesize it. The reactants are: [F:1][C:2]1[N:7]=[CH:6][C:5]([CH2:8][OH:9])=[CH:4][CH:3]=1.N1C=CN=C1.[Si:15](Cl)([C:18]([CH3:21])([CH3:20])[CH3:19])([CH3:17])[CH3:16]. (3) Given the product [F:1][C:2]1[CH:3]=[CH:4][C:5]([N:8]2[C:12]([C:13]3[CH:18]=[CH:17][C:16]4=[N:19][O:21][C:30]([C:27]5[CH:28]=[CH:29][C:24]([O:23][CH3:22])=[CH:25][CH:26]=5)=[C:15]4[CH:14]=3)=[CH:11][CH:10]=[N:9]2)=[CH:6][CH:7]=1, predict the reactants needed to synthesize it. The reactants are: [F:1][C:2]1[CH:7]=[CH:6][C:5]([N:8]2[C:12]([C:13]3[CH:18]=[CH:17][C:16]([N+:19]([O-:21])=O)=[CH:15][CH:14]=3)=[CH:11][CH:10]=[N:9]2)=[CH:4][CH:3]=1.[CH3:22][O:23][C:24]1[CH:29]=[CH:28][C:27]([CH2:30]C#N)=[CH:26][CH:25]=1. (4) Given the product [Cl:12][C:11]1[CH:2]=[C:3]([C:4]([O:6][CH3:7])=[O:5])[CH:8]=[C:9]([Cl:17])[C:10]=1[C:13]([O:15][CH3:16])=[O:14], predict the reactants needed to synthesize it. The reactants are: N[C:2]1[C:11]([Cl:12])=[C:10]([C:13]([O:15][CH3:16])=[O:14])[C:9]([Cl:17])=[CH:8][C:3]=1[C:4]([O:6][CH3:7])=[O:5].C(ON=O)CC(C)C.